From a dataset of Catalyst prediction with 721,799 reactions and 888 catalyst types from USPTO. Predict which catalyst facilitates the given reaction. (1) Reactant: [H][H].C(OC([N:13]1[CH2:19][CH2:18][CH2:17][C@H:16]([NH:20][C:21]([N:23]2[CH2:29][CH2:28][C@@H:27]3[C@H:24]2[C:25](=[O:34])[N:26]3[S:30]([OH:33])(=[O:32])=[O:31])=[O:22])[CH2:15][CH2:14]1)=O)C1C=CC=CC=1.CC(O)C. Product: [NH:13]1[CH2:19][CH2:18][CH2:17][C@H:16]([NH:20][C:21]([N:23]2[CH2:29][CH2:28][C@@H:27]3[C@H:24]2[C:25](=[O:34])[N:26]3[S:30]([OH:33])(=[O:32])=[O:31])=[O:22])[CH2:15][CH2:14]1. The catalyst class is: 394. (2) Reactant: [OH-].[K+].[CH3:3]C1C=CC(S(N(N=O)C)(=O)=O)=CC=1.C(O)CO.CCOCC.[NH:26]1[C:30]2[CH:31]=[C:32]([N:35]3[CH:39]([C:40]4[CH:45]=[CH:44][C:43]([N:46]5[CH2:51][CH2:50][CH2:49][CH2:48][CH2:47]5)=[CH:42][CH:41]=4)[C:38]([CH3:52])=[C:37]([OH:53])[C:36]3=[O:54])[CH:33]=[CH:34][C:29]=2[N:28]=[CH:27]1. Product: [NH:26]1[C:30]2[CH:31]=[C:32]([N:35]3[CH:39]([C:40]4[CH:41]=[CH:42][C:43]([N:46]5[CH2:47][CH2:48][CH2:49][CH2:50][CH2:51]5)=[CH:44][CH:45]=4)[C:38]([CH3:52])=[C:37]([O:53][CH3:3])[C:36]3=[O:54])[CH:33]=[CH:34][C:29]=2[N:28]=[CH:27]1. The catalyst class is: 5. (3) Reactant: [CH3:1][O:2][C:3]1[C:8]2[N:9]([CH2:16][O:17][CH3:18])[C:10]([C:12]([F:15])([F:14])[F:13])=[N:11][C:7]=2[C:6]([C:19](=O)[C:20]([CH3:26])([CH3:25])[C:21]([O:23]C)=O)=[CH:5][CH:4]=1.O.[NH2:29][NH2:30]. Product: [CH3:1][O:2][C:3]1[C:8]2[N:9]([CH2:16][O:17][CH3:18])[C:10]([C:12]([F:15])([F:13])[F:14])=[N:11][C:7]=2[C:6]([C:19]2[C:20]([CH3:25])([CH3:26])[C:21](=[O:23])[NH:30][N:29]=2)=[CH:5][CH:4]=1. The catalyst class is: 8. (4) Reactant: [Cl:1][C:2]1[CH:7]=[CH:6][C:5]([CH:8]([OH:37])[C:9]2[N:10]=[C:11]([C:27]3[CH:32]=[CH:31][N:30]=[C:29]([NH:33][C:34](=[O:36])[CH3:35])[CH:28]=3)[S:12][C:13]=2[C:14]2[N:15](COCC[Si](C)(C)C)[CH:16]=[CH:17][N:18]=2)=[CH:4][CH:3]=1.FC(F)(F)C(O)=O. Product: [Cl:1][C:2]1[CH:7]=[CH:6][C:5]([CH:8]([OH:37])[C:9]2[N:10]=[C:11]([C:27]3[CH:32]=[CH:31][N:30]=[C:29]([NH:33][C:34](=[O:36])[CH3:35])[CH:28]=3)[S:12][C:13]=2[C:14]2[NH:18][CH:17]=[CH:16][N:15]=2)=[CH:4][CH:3]=1. The catalyst class is: 2. (5) Reactant: [N:1]1([C:5](=O)[C@@H:6]([NH:10][C:11](=O)OC(C)(C)C)[CH:7]2[CH2:9][CH2:8]2)[CH2:4][CH2:3][CH2:2]1.[H-].[H-].[H-].[H-].[Li+].[Al+3].[O-]S([O-])(=O)=O.[Na+].[Na+].[OH-].[Na+]. Product: [N:1]1([CH2:5][C@H:6]([CH:7]2[CH2:9][CH2:8]2)[NH:10][CH3:11])[CH2:4][CH2:3][CH2:2]1. The catalyst class is: 242. (6) Reactant: [Br:1][C:2]1[CH:15]=[CH:14][C:5]([O:6][Si:7]([C:10]([CH3:13])([CH3:12])[CH3:11])([CH3:9])[CH3:8])=[CH:4][C:3]=1[CH2:16]Br.CN(C=O)C.[C:23]1(=[O:33])[NH:27][C:26](=[O:28])[C:25]2=[CH:29][CH:30]=[CH:31][CH:32]=[C:24]12.[K].CCOCC. Product: [Br:1][C:2]1[CH:15]=[CH:14][C:5]([O:6][Si:7]([C:10]([CH3:13])([CH3:12])[CH3:11])([CH3:9])[CH3:8])=[CH:4][C:3]=1[CH2:16][N:27]1[C:23](=[O:33])[C:24]2[C:25](=[CH:29][CH:30]=[CH:31][CH:32]=2)[C:26]1=[O:28]. The catalyst class is: 6. (7) Reactant: [Si]([O:8][CH2:9][C:10]1[N:11]([C:21]2[CH:26]=[CH:25][CH:24]=[CH:23][CH:22]=2)[C:12](=[O:20])[C:13]2[N:14]([CH:16]=[CH:17][C:18]=2[CH3:19])[CH:15]=1)(C(C)(C)C)(C)C.CCCC[N+](CCCC)(CCCC)CCCC.[F-]. Product: [OH:8][CH2:9][C:10]1[N:11]([C:21]2[CH:22]=[CH:23][CH:24]=[CH:25][CH:26]=2)[C:12](=[O:20])[C:13]2[N:14]([CH:16]=[CH:17][C:18]=2[CH3:19])[CH:15]=1. The catalyst class is: 49. (8) Reactant: [NH:1]([C:17]([O:19][C:20]([CH3:23])([CH3:22])[CH3:21])=[O:18])[C@H:2]([C:14](O)=[O:15])[CH2:3][C:4]1[CH:13]=[C:12]2[C:7]([CH:8]=[CH:9][CH:10]=[CH:11]2)=[CH:6][CH:5]=1.CN(C(O[N:32]1N=[N:39][C:34]2C=CC=C[C:33]1=2)=[N+](C)C)C.F[P-](F)(F)(F)(F)F.CCN(CC)CC. Product: [C:20]([O:19][C:17](=[O:18])[NH:1][CH:2]([C:14](=[O:15])[NH:39][CH2:34][C:33]#[N:32])[CH2:3][C:4]1[CH:5]=[CH:6][C:7]2[C:8](=[CH:9][CH:10]=[CH:11][CH:12]=2)[CH:13]=1)([CH3:22])([CH3:21])[CH3:23]. The catalyst class is: 31. (9) Reactant: [C:1]([O:5][C:6](=[O:33])[NH:7][C@H:8]([CH2:25][C:26]1[CH:31]=[CH:30][C:29]([NH2:32])=[CH:28][CH:27]=1)[CH2:9][N:10]1[CH2:15][CH2:14][CH:13]([C:16](=[O:24])[C:17]2[CH:22]=[CH:21][C:20]([F:23])=[CH:19][CH:18]=2)[CH2:12][CH2:11]1)([CH3:4])([CH3:3])[CH3:2].C(N(CC)CC)C.[CH3:41][S:42](Cl)(=[O:44])=[O:43]. Product: [C:1]([O:5][C:6](=[O:33])[NH:7][C@H:8]([CH2:25][C:26]1[CH:31]=[CH:30][C:29]([NH:32][S:42]([CH3:41])(=[O:44])=[O:43])=[CH:28][CH:27]=1)[CH2:9][N:10]1[CH2:11][CH2:12][CH:13]([C:16](=[O:24])[C:17]2[CH:18]=[CH:19][C:20]([F:23])=[CH:21][CH:22]=2)[CH2:14][CH2:15]1)([CH3:4])([CH3:2])[CH3:3]. The catalyst class is: 4. (10) Reactant: [N+:1]([C:4]1[CH:5]=[C:6]([S:10]([N:13]2[CH2:17][CH:16]=[CH:15][CH2:14]2)(=[O:12])=[O:11])[CH:7]=[CH:8][CH:9]=1)([O-])=O.[In].Cl. The catalyst class is: 132. Product: [N:13]1([S:10]([C:6]2[CH:5]=[C:4]([CH:9]=[CH:8][CH:7]=2)[NH2:1])(=[O:12])=[O:11])[CH2:14][CH:15]=[CH:16][CH2:17]1.